From a dataset of CYP2D6 inhibition data for predicting drug metabolism from PubChem BioAssay. Regression/Classification. Given a drug SMILES string, predict its absorption, distribution, metabolism, or excretion properties. Task type varies by dataset: regression for continuous measurements (e.g., permeability, clearance, half-life) or binary classification for categorical outcomes (e.g., BBB penetration, CYP inhibition). Dataset: cyp2d6_veith. (1) The compound is O=C1C(=O)c2ccccc2C(O)=C1C(CCc1ccccc1)C1=C(O)c2ccccc2C(=O)C1=O. The result is 0 (non-inhibitor). (2) The molecule is O=c1[nH]c2cc(Cl)c(Cl)cc2[nH]c1=O. The result is 0 (non-inhibitor). (3) The molecule is O=C(NNC(=S)Nc1ccccc1)c1ccco1. The result is 0 (non-inhibitor). (4) The drug is O=C(Nc1ccccc1)N1CCC2(CC1)CCN(C(=O)Oc1ccccc1)CC2. The result is 0 (non-inhibitor). (5) The compound is Cc1cc(S(=O)(=O)NCCCN2CCOCC2)ccc1F. The result is 1 (inhibitor). (6) The drug is Fc1ccc(N2CCN(c3ccc4c(C(F)(F)F)cc(C(F)(F)F)nc4n3)CC2)cc1. The result is 0 (non-inhibitor).